From a dataset of Forward reaction prediction with 1.9M reactions from USPTO patents (1976-2016). Predict the product of the given reaction. The product is: [F:1][C:2]1[CH:7]=[CH:6][C:5]([NH:8][C:9](=[O:26])[CH2:10][CH2:11][CH2:12][CH2:13][C:14]2[CH:19]=[CH:18][C:17]([C:20]3[CH:21]=[CH:22][CH:23]=[CH:24][CH:25]=3)=[CH:16][CH:15]=2)=[CH:4][C:3]=1[CH:27]1[CH2:28][CH2:29][NH:30][CH2:31][CH2:32]1. Given the reactants [F:1][C:2]1[CH:7]=[CH:6][C:5]([NH:8][C:9](=[O:26])[CH2:10][CH2:11][CH2:12][CH2:13][C:14]2[CH:19]=[CH:18][C:17]([C:20]3[CH:25]=[CH:24][CH:23]=[CH:22][CH:21]=3)=[CH:16][CH:15]=2)=[CH:4][C:3]=1[CH:27]1[CH2:32][CH2:31][N:30](C(OC(C)(C)C)=O)[CH2:29][CH2:28]1.Cl, predict the reaction product.